This data is from Retrosynthesis with 50K atom-mapped reactions and 10 reaction types from USPTO. The task is: Predict the reactants needed to synthesize the given product. (1) Given the product C#CCOc1cc(-n2c(OCC)nc(C(F)(F)F)cc2=O)c(F)cc1Cl, predict the reactants needed to synthesize it. The reactants are: C#CCBr.CCOc1nc(C(F)(F)F)cc(=O)n1-c1cc(O)c(Cl)cc1F. (2) Given the product O=C(c1ccc(F)cc1)c1cccnc1, predict the reactants needed to synthesize it. The reactants are: Fc1ccccc1.O=C(Cl)c1cccnc1. (3) Given the product CCNS(=O)(=O)c1c(Cl)ccc([N+](=O)[O-])c1Cl, predict the reactants needed to synthesize it. The reactants are: CCN.O=[N+]([O-])c1ccc(Cl)c(S(=O)(=O)Cl)c1Cl. (4) The reactants are: O=[N+]([O-])c1cnc(Nc2ccccc2F)c([N+](=O)[O-])c1. Given the product Nc1cc([N+](=O)[O-])cnc1Nc1ccccc1F, predict the reactants needed to synthesize it. (5) Given the product COc1ccc(Cn2ccc3cc(OC4CCN(C(=O)OC(C)(C)C)CC4)c(Br)cc3c2=O)cc1, predict the reactants needed to synthesize it. The reactants are: CC(C)(C)OC(=O)N1CCC(O)CC1.COc1ccc(Cn2ccc3cc(F)c(Br)cc3c2=O)cc1. (6) Given the product O=[N+]([O-])c1ccc(Br)cc1NCc1ccccc1OC(F)F, predict the reactants needed to synthesize it. The reactants are: NCc1ccccc1OC(F)F.O=[N+]([O-])c1ccc(Br)cc1F. (7) Given the product CCOc1ccc(C#N)cc1Br, predict the reactants needed to synthesize it. The reactants are: CCI.N#Cc1ccc(O)c(Br)c1. (8) Given the product COCCNC(=O)c1ccc2cncc(-c3ccccc3Cl)c2n1, predict the reactants needed to synthesize it. The reactants are: COCCNC(=O)c1ccc2cncc(Br)c2n1.OB(O)c1ccccc1Cl. (9) Given the product O=S(=O)(Nc1nc(-c2ccccc2)cs1)c1ccc(-c2ccccc2)cc1, predict the reactants needed to synthesize it. The reactants are: Nc1nc(-c2ccccc2)cs1.O=S(=O)(Cl)c1ccc(-c2ccccc2)cc1.